Task: Predict which catalyst facilitates the given reaction.. Dataset: Catalyst prediction with 721,799 reactions and 888 catalyst types from USPTO (1) Reactant: [C:1]([O:4][CH2:5][C@@H:6]1[C@@H:11]([O:12][C:13](=[O:15])[CH3:14])[C@H:10]([O:16][C:17](=[O:19])[CH3:18])[C@H:9]([O:20][C:21](=[O:23])[CH3:22])[C@@H:8]([C:24]2[CH:29]=[CH:28][CH:27]=[C:26]([O:30][C:31]3[CH:32]=[N:33][C:34]([NH2:37])=[CH:35][CH:36]=3)[CH:25]=2)[O:7]1)(=[O:3])[CH3:2].Cl[CH2:39][C:40](=O)[CH3:41]. Product: [C:1]([O:4][CH2:5][C@@H:6]1[C@@H:11]([O:12][C:13](=[O:15])[CH3:14])[C@H:10]([O:16][C:17](=[O:19])[CH3:18])[C@H:9]([O:20][C:21](=[O:23])[CH3:22])[C@@H:8]([C:24]2[CH:29]=[CH:28][CH:27]=[C:26]([O:30][C:31]3[CH:36]=[CH:35][C:34]4[N:33]([CH:39]=[C:40]([CH3:41])[N:37]=4)[CH:32]=3)[CH:25]=2)[O:7]1)(=[O:3])[CH3:2]. The catalyst class is: 3. (2) Reactant: C(O)(C(F)(F)F)=O.[CH2:8]([O:28][CH:29]([CH2:43][CH3:44])[C:30]([NH:32][CH2:33][CH2:34][NH:35]C(=O)OC(C)(C)C)=[O:31])[CH2:9][CH2:10][CH2:11]/[CH:12]=[CH:13]\[CH2:14]/[CH:15]=[CH:16]\[CH2:17]/[CH:18]=[CH:19]\[CH2:20]/[CH:21]=[CH:22]\[CH2:23]/[CH:24]=[CH:25]\[CH2:26][CH3:27]. Product: [NH2:35][CH2:34][CH2:33][NH:32][C:30](=[O:31])[CH:29]([O:28][CH2:8][CH2:9][CH2:10][CH2:11]/[CH:12]=[CH:13]\[CH2:14]/[CH:15]=[CH:16]\[CH2:17]/[CH:18]=[CH:19]\[CH2:20]/[CH:21]=[CH:22]\[CH2:23]/[CH:24]=[CH:25]\[CH2:26][CH3:27])[CH2:43][CH3:44]. The catalyst class is: 2.